This data is from Full USPTO retrosynthesis dataset with 1.9M reactions from patents (1976-2016). The task is: Predict the reactants needed to synthesize the given product. (1) Given the product [CH3:14][O:6][C:5](=[O:7])[C:4]1[CH:8]=[CH:9][C:10]([N+:11]([O-:13])=[O:12])=[C:2]([F:1])[CH:3]=1, predict the reactants needed to synthesize it. The reactants are: [F:1][C:2]1[CH:3]=[C:4]([CH:8]=[CH:9][C:10]=1[N+:11]([O-:13])=[O:12])[C:5]([OH:7])=[O:6].[CH3:14]N(C=O)C.S(Cl)(Cl)=O. (2) Given the product [O:2]1[C:9]2[CH:8]=[C:7]([C:10]([O:12][CH2:14][C:15]3[O:16][C:17](=[O:21])[O:18][C:19]=3[CH3:20])=[O:11])[NH:6][C:5]=2[CH:4]=[CH:3]1, predict the reactants needed to synthesize it. The reactants are: [Na+].[O:2]1[C:9]2[CH:8]=[C:7]([C:10]([O-:12])=[O:11])[NH:6][C:5]=2[CH:4]=[CH:3]1.Cl[CH2:14][C:15]1[O:16][C:17](=[O:21])[O:18][C:19]=1[CH3:20]. (3) Given the product [F:1][C:2]1[CH:3]=[CH:4][C:5]([C:8]2[C:13](=[O:14])[CH2:12][N:11]([C:15]3[N:20]=[CH:19][N:18]([CH2:21][C:22]4[S:23][C:24]([C:27]([F:28])([F:29])[F:30])=[CH:25][CH:26]=4)[C:17](=[O:31])[N:16]=3)[CH2:10][CH:9]=2)=[CH:6][CH:7]=1, predict the reactants needed to synthesize it. The reactants are: [F:1][C:2]1[CH:7]=[CH:6][C:5]([C:8]2[CH:13]([OH:14])[CH2:12][N:11]([C:15]3[N:20]=[CH:19][N:18]([CH2:21][C:22]4[S:23][C:24]([C:27]([F:30])([F:29])[F:28])=[CH:25][CH:26]=4)[C:17](=[O:31])[N:16]=3)[CH2:10][CH:9]=2)=[CH:4][CH:3]=1.C(=O)(O)[O-].[Na+].CC(OI1(OC(C)=O)(OC(C)=O)OC(=O)C2C=CC=CC1=2)=O. (4) Given the product [CH3:1][O:2][C:3]([C:5]1[CH:14]=[C:13]([OH:15])[C:12]2[C:7](=[C:8]([C:17]#[N:18])[CH:9]=[C:10]([C:21]3[CH:26]=[CH:25][CH:24]=[CH:23][CH:22]=3)[CH:11]=2)[N:6]=1)=[O:4], predict the reactants needed to synthesize it. The reactants are: [CH3:1][O:2][C:3]([C:5]1[CH:14]=[C:13]([OH:15])[C:12]2[C:7](=[C:8]([C:17]#[N:18])[CH:9]=[C:10](Br)[CH:11]=2)[N:6]=1)=[O:4].CO[C:21]1[CH:26]=[CH:25][C:24](B(O)O)=[CH:23][CH:22]=1.C1(B(O)O)C=CC=CC=1. (5) Given the product [CH3:18][C@H:16]1[O:17][C@H:12]([CH3:11])[CH2:13][N:14]([C:2]2[CH:7]=[CH:6][C:5]([N+:8]([O-:10])=[O:9])=[CH:4][CH:3]=2)[CH2:15]1.[CH3:18][C@H:16]1[O:17][C@@H:12]([CH3:11])[CH2:13][N:14]([C:2]2[CH:7]=[CH:6][C:5]([N+:8]([O-:10])=[O:9])=[CH:4][CH:3]=2)[CH2:15]1, predict the reactants needed to synthesize it. The reactants are: F[C:2]1[CH:7]=[CH:6][C:5]([N+:8]([O-:10])=[O:9])=[CH:4][CH:3]=1.[CH3:11][CH:12]1[O:17][CH:16]([CH3:18])[CH2:15][NH:14][CH2:13]1.C(NC(C)C)(C)C. (6) Given the product [CH2:8]([O:7][C:1](=[O:6])[CH2:2][C:3]([C:16]1[C:15]([F:14])=[CH:20][CH:19]=[CH:18][N:17]=1)=[O:5])[CH3:9], predict the reactants needed to synthesize it. The reactants are: [C:1]([OH:7])(=[O:6])[CH2:2][C:3]([OH:5])=O.[CH2:8]([K])[CH3:9].[Mg+2].[Cl-].[Cl-].[F:14][C:15]1[C:16](C(O)=O)=[N:17][CH:18]=[CH:19][CH:20]=1.C(N1C=CN=C1)(N1C=CN=C1)=O. (7) Given the product [CH2:17]([N:14]1[C:15]2[CH:16]=[C:8]3[C:9]([CH:3]=[CH:4][N:5]=[C:6]3[OH:7])=[CH:10][C:11]=2[CH2:12][CH2:13]1)[C:18]1[CH:23]=[CH:22][CH:21]=[CH:20][CH:19]=1, predict the reactants needed to synthesize it. The reactants are: CO[CH:3](OC)[CH2:4][NH:5][C:6]([C:8]1[CH:16]=[C:15]2[C:11]([CH2:12][CH2:13][N:14]2[CH2:17][C:18]2[CH:23]=[CH:22][CH:21]=[CH:20][CH:19]=2)=[CH:10][CH:9]=1)=[O:7].B(F)(F)F.CCOCC. (8) The reactants are: [F:1][C:2]1[CH:15]=[CH:14][C:13]([N+:16]([O-])=O)=[CH:12][C:3]=1[O:4][CH2:5][C:6](=[O:11])[CH:7]=[C:8]([CH3:10])[CH3:9]. Given the product [NH2:16][C:13]1[CH:14]=[CH:15][C:2]([F:1])=[C:3]([CH:12]=1)[O:4][CH2:5][C:6](=[O:11])[CH:7]=[C:8]([CH3:10])[CH3:9], predict the reactants needed to synthesize it. (9) Given the product [CH:1]1([C:4]2[CH:5]=[C:6]([NH2:7])[N:14]([CH2:13][CH2:12][O:11][CH3:10])[N:15]=2)[CH2:3][CH2:2]1, predict the reactants needed to synthesize it. The reactants are: [CH:1]1([C:4](=O)[CH2:5][C:6]#[N:7])[CH2:3][CH2:2]1.Cl.[CH3:10][O:11][CH2:12][CH2:13][NH:14][NH2:15].